This data is from Forward reaction prediction with 1.9M reactions from USPTO patents (1976-2016). The task is: Predict the product of the given reaction. (1) Given the reactants C(OC([N:8]1[CH2:17][CH2:16][C:15]2[NH:14][N:13]=[C:12]([C:18]3[CH:23]=[CH:22][C:21]([Cl:24])=[CH:20][CH:19]=3)[C:11]=2[CH2:10][CH2:9]1)=O)(C)(C)C.Cl[CH:26]1[CH2:31][CH2:30][O:29][CH2:28][CH2:27]1.ClC1C=CC(C2C3CCNCCC=3NN2C2CCOCC2)=CC=1, predict the reaction product. The product is: [Cl:24][C:21]1[CH:20]=[CH:19][C:18]([C:12]2[C:11]3[CH2:10][CH2:9][NH:8][CH2:17][CH2:16][C:15]=3[N:14]([CH:26]3[CH2:31][CH2:30][O:29][CH2:28][CH2:27]3)[N:13]=2)=[CH:23][CH:22]=1. (2) Given the reactants [CH3:1][O:2][C:3]([C:5]1[C:13]2[N:12]=[C:11]([NH2:14])[NH:10][C:9]=2[CH:8]=[C:7]([C:15]#[N:16])[CH:6]=1)=[O:4].O.[CH:18]1[C:27]2[C:22](=[CH:23][CH:24]=[CH:25][CH:26]=2)[CH:21]=[C:20]([C:28](O)=[O:29])[N:19]=1.CN(C(ON1N=NC2C=CC=CC1=2)=[N+](C)C)C.F[P-](F)(F)(F)(F)F.CCN(C(C)C)C(C)C, predict the reaction product. The product is: [CH3:1][O:2][C:3]([C:5]1[C:13]2[N:12]=[C:11]([NH:14][C:28]([C:20]3[N:19]=[CH:18][C:27]4[C:22]([CH:21]=3)=[CH:23][CH:24]=[CH:25][CH:26]=4)=[O:29])[NH:10][C:9]=2[CH:8]=[C:7]([C:15]#[N:16])[CH:6]=1)=[O:4]. (3) Given the reactants [N:1]1([S:11]([C:14]2[CH:15]=[C:16]([N:20]3[C:29](=[O:30])[C:28]4[C:23](=[CH:24][C:25]([C:31]([O:33]C)=[O:32])=[CH:26][CH:27]=4)[NH:22][C:21]3=[O:35])[CH:17]=[CH:18][CH:19]=2)(=[O:13])=[O:12])[C:10]2[C:5](=[CH:6][CH:7]=[CH:8][CH:9]=2)[CH2:4][CH2:3][CH2:2]1, predict the reaction product. The product is: [N:1]1([S:11]([C:14]2[CH:15]=[C:16]([N:20]3[C:29](=[O:30])[C:28]4[C:23](=[CH:24][C:25]([C:31]([OH:33])=[O:32])=[CH:26][CH:27]=4)[NH:22][C:21]3=[O:35])[CH:17]=[CH:18][CH:19]=2)(=[O:13])=[O:12])[C:10]2[C:5](=[CH:6][CH:7]=[CH:8][CH:9]=2)[CH2:4][CH2:3][CH2:2]1. (4) Given the reactants [C:1]([O:5][C:6](=[O:40])[N:7]([C@H:9]([C:11](=[O:39])[NH:12][C@@H:13]1[C:19](=[O:20])[N:18]([CH2:21][C:22]2[C:31]3[C:26](=[CH:27][C:28]([Br:32])=[CH:29][CH:30]=3)[CH:25]=[CH:24][C:23]=2[O:33][CH3:34])[C:17]2[CH:35]=[CH:36][CH:37]=[CH:38][C:16]=2[NH:15][CH2:14]1)[CH3:10])[CH3:8])([CH3:4])([CH3:3])[CH3:2].[C:41]([O-:44])([O-])=[O:42].[Cs+].[Cs+].[C:47](Cl)(=[O:57])[C:48]1[CH:56]=[CH:55][CH:54]=[C:50]([C:51](Cl)=[O:52])[CH:49]=1, predict the reaction product. The product is: [Br:32][C:28]1[CH:27]=[C:26]2[C:31](=[CH:30][CH:29]=1)[C:22]([CH2:21][N:18]1[C:17]3[CH:35]=[CH:36][CH:37]=[CH:38][C:16]=3[N:15]([C:47](=[O:57])[C:48]3[CH:56]=[CH:55][CH:54]=[C:50]([C:51]([N:15]4[C:16]5[CH:38]=[CH:37][CH:36]=[CH:35][C:17]=5[N:18]([CH2:21][C:22]5[C:31]6[C:26](=[CH:27][C:28]([Br:32])=[CH:29][CH:30]=6)[CH:25]=[CH:24][C:23]=5[O:33][CH3:34])[C:19](=[O:20])[C@@H:13]([NH:12][C:11](=[O:39])[C@@H:9]([N:7]([C:41]([O:44][C:1]([CH3:4])([CH3:3])[CH3:2])=[O:42])[CH3:6])[CH3:10])[CH2:14]4)=[O:52])[CH:49]=3)[CH2:14][C@H:13]([NH:12][C:11](=[O:39])[C@@H:9]([N:7]([CH3:8])[C:6](=[O:40])[O:5][C:1]([CH3:2])([CH3:3])[CH3:4])[CH3:10])[C:19]1=[O:20])=[C:23]([O:33][CH3:34])[CH:24]=[CH:25]2.